Dataset: Catalyst prediction with 721,799 reactions and 888 catalyst types from USPTO. Task: Predict which catalyst facilitates the given reaction. (1) The catalyst class is: 5. Product: [CH3:15][O:6][C:3]([O:8][CH3:7])([CH2:4][OH:5])[CH2:2][OH:1]. Reactant: [OH:1][CH2:2][C:3](=[O:6])[CH2:4][OH:5].[CH:7](OC)(OC)[O:8]C.O.[C:15]1(C)C=CC(S(O)(=O)=O)=CC=1.C(=O)([O-])[O-].[Na+].[Na+]. (2) Reactant: O1[C:5]2[CH:6]=[CH:7][CH:8]=[CH:9][C:4]=2[CH2:3][C:2]1=O.I[CH3:12].[C:13](=[O:16])([O-])[O-:14].[K+].[K+]. Product: [CH3:2][C:3]1([CH3:12])[C:4]2[CH:9]=[CH:8][CH:7]=[CH:6][C:5]=2[O:14][C:13]1=[O:16]. The catalyst class is: 3.